Dataset: Forward reaction prediction with 1.9M reactions from USPTO patents (1976-2016). Task: Predict the product of the given reaction. (1) Given the reactants [OH:1][C:2]1[CH:3]=[C:4]([CH:14]=[C:15]([O:17][C@@H:18]([CH3:22])[CH2:19][O:20][CH3:21])[CH:16]=1)[C:5]([NH:7][C:8]1[CH:12]=[CH:11][N:10]([CH3:13])[N:9]=1)=[O:6].Cl[C:24]1[N:25]=[CH:26][C:27]([C:30]([O:32]C)=[O:31])=[N:28][CH:29]=1.C(=O)([O-])[O-].[K+].[K+].O.[OH-].[Li+], predict the reaction product. The product is: [CH3:22][C@H:18]([O:17][C:15]1[CH:16]=[C:2]([O:1][C:24]2[N:25]=[CH:26][C:27]([C:30]([OH:32])=[O:31])=[N:28][CH:29]=2)[CH:3]=[C:4]([C:5]([NH:7][C:8]2[CH:12]=[CH:11][N:10]([CH3:13])[N:9]=2)=[O:6])[CH:14]=1)[CH2:19][O:20][CH3:21]. (2) Given the reactants C[CH:2]([N:6]1[C:10]2[CH:11]=[CH:12][C:13]([Cl:15])=[CH:14][C:9]=2[N:8]=[C:7]1[C:16]1[CH:21]=[C:20]([Cl:22])[CH:19]=[CH:18][C:17]=1[Cl:23])[C:3](O)=[O:4].CC(N1C2C=C(Cl)C=CC=2N=C1C1C=C(Cl)C=CC=1Cl)C(O)=O.[CH:47]([C:50]1[CH:51]=[CH:52][C:53]([CH3:57])=[C:54]([CH:56]=1)[NH2:55])([CH3:49])[CH3:48].CN(C(ON1N=NC2C=CC=NC1=2)=[N+](C)C)C.F[P-](F)(F)(F)(F)F, predict the reaction product. The product is: [Cl:15][C:13]1[CH:12]=[CH:11][C:10]2[N:6]([CH2:2][C:3]([NH:55][C:54]3[CH:56]=[C:50]([CH:47]([CH3:48])[CH3:49])[CH:51]=[CH:52][C:53]=3[CH3:57])=[O:4])[C:7]([C:16]3[CH:21]=[C:20]([Cl:22])[CH:19]=[CH:18][C:17]=3[Cl:23])=[N:8][C:9]=2[CH:14]=1. (3) Given the reactants FC1C=CC(C[N:7]2C(=O)N(C3SC(C(O)=O)=C(C)N=3)C=N2)=CC=1.[CH3:24][C:25]1[N:26]=[C:27]([N:33]2[CH2:37][CH2:36][N:35]([CH2:38][C:39]3[CH:44]=[CH:43][C:42]([O:45][C:46]([F:49])([F:48])[F:47])=[CH:41][CH:40]=3)[C:34]2=[O:50])[S:28][C:29]=1[C:30]([OH:32])=O, predict the reaction product. The product is: [CH3:24][C:25]1[N:26]=[C:27]([N:33]2[CH2:37][CH2:36][N:35]([CH2:38][C:39]3[CH:44]=[CH:43][C:42]([O:45][C:46]([F:48])([F:47])[F:49])=[CH:41][CH:40]=3)[C:34]2=[O:50])[S:28][C:29]=1[C:30]([NH2:7])=[O:32]. (4) Given the reactants Br[C:2]1[CH:7]=[CH:6][C:5]([C:8]([N:10]2[CH2:15][CH2:14][CH:13]([N:16]3[CH2:20][CH2:19][CH2:18][CH2:17]3)[CH2:12][CH2:11]2)=[O:9])=[C:4]([CH3:21])[CH:3]=1.BrC1C=CC(C(O)=O)=C(C)C=1.N1(C2CCNCC2)CCCC1.BrC1C(C)=C(C(N2CCC(N3CCCC3)CC2)=O)C=CC=1.[F:65][C:66]([F:78])([F:77])[O:67][C:68]1[CH:69]=[C:70](B(O)O)[CH:71]=[CH:72][CH:73]=1, predict the reaction product. The product is: [CH3:21][C:4]1[CH:3]=[C:2]([C:70]2[CH:71]=[CH:72][CH:73]=[C:68]([O:67][C:66]([F:65])([F:77])[F:78])[CH:69]=2)[CH:7]=[CH:6][C:5]=1[C:8]([N:10]1[CH2:15][CH2:14][CH:13]([N:16]2[CH2:20][CH2:19][CH2:18][CH2:17]2)[CH2:12][CH2:11]1)=[O:9]. (5) Given the reactants [OH:1][CH2:2][CH2:3][C:4]1[C:5](=[O:17])[N:6]([C:11]2[CH:16]=[CH:15][CH:14]=[CH:13][CH:12]=2)[N:7]([CH3:10])[C:8]=1[CH3:9].C(N(CC)CC)C.[CH3:25][S:26]([Cl:29])(=[O:28])=[O:27].[Cl-].[NH4+], predict the reaction product. The product is: [CH3:10][N:7]1[C:8]([CH3:9])=[C:4]([CH2:3][CH2:2][O:1][S:26]([CH3:25])(=[O:28])=[O:27])[C:5](=[O:17])[N:6]1[C:11]1[CH:16]=[CH:15][CH:14]=[CH:13][CH:12]=1.[Cl:29][CH2:2][CH2:3][C:4]1[C:5](=[O:17])[N:6]([C:11]2[CH:16]=[CH:15][CH:14]=[CH:13][CH:12]=2)[N:7]([CH3:10])[C:8]=1[CH3:9]. (6) Given the reactants [CH3:1][O:2][C:3](=[O:34])[CH2:4][C@H:5]1[C:9]2[CH:10]=[CH:11][C:12]([O:14][C@H:15]3[C:23]4[C:18](=[C:19]([B:25]5[O:29]C(C)(C)C(C)(C)[O:26]5)[CH:20]=[CH:21][C:22]=4[F:24])[CH2:17][CH2:16]3)=[CH:13][C:8]=2[O:7][CH2:6]1, predict the reaction product. The product is: [F:24][C:22]1[CH:21]=[CH:20][C:19]([B:25]([OH:29])[OH:26])=[C:18]2[C:23]=1[C@H:15]([O:14][C:12]1[CH:11]=[CH:10][C:9]3[C@H:5]([CH2:4][C:3]([O:2][CH3:1])=[O:34])[CH2:6][O:7][C:8]=3[CH:13]=1)[CH2:16][CH2:17]2. (7) Given the reactants C(OC([N:8](C(OC(C)(C)C)=O)[C:9]1[C:10]([C:28]2[O:32][C:31]([C:33]3[CH:38]=[CH:37][C:36]([CH2:39][N:40](C)[C:41](=O)OC(C)(C)C)=[CH:35][CH:34]=3)=[N:30][N:29]=2)=[N:11][C:12]([N:15]2[CH2:27][CH2:26][C:17]3([CH2:21][CH2:20][N:19]([C:22](=[O:25])[CH2:23][CH3:24])[CH2:18]3)[CH2:16]2)=[CH:13][N:14]=1)=O)(C)(C)C.Cl, predict the reaction product. The product is: [NH2:8][C:9]1[N:14]=[CH:13][C:12]([N:15]2[CH2:27][CH2:26][C:17]3([CH2:18][N:19]([C:22](=[O:25])[CH2:23][CH3:24])[CH2:20][CH2:21]3)[CH2:16]2)=[N:11][C:10]=1[C:28]1[O:32][C:31]([C:33]2[CH:38]=[CH:37][C:36]([CH2:39][NH:40][CH3:41])=[CH:35][CH:34]=2)=[N:30][N:29]=1. (8) Given the reactants [S:1]1[CH:5]=[CH:4][C:3]2[CH2:6][C:7]3[CH:11]=[CH:10][S:9][C:8]=3[C:2]1=2.[OH-].[K+].[I-].[Na+].[CH2:16]([CH:18]([CH2:21][CH2:22][CH2:23][CH3:24])[CH2:19]Br)[CH3:17], predict the reaction product. The product is: [CH2:16]([CH:18]([CH2:21][CH2:22][CH2:23][CH3:24])[CH2:19][C:6]1([CH2:6][CH:3]([CH2:4][CH3:5])[CH2:2][CH2:8][CH2:7][CH3:11])[C:7]2[CH:11]=[CH:10][S:9][C:8]=2[C:2]2[S:1][CH:5]=[CH:4][C:3]1=2)[CH3:17]. (9) The product is: [CH3:8][C:9]1[CH:10]=[C:11]([C:16]2[N:2]([CH3:1])[N:3]=[C:4]([C:5](=[O:7])[CH3:6])[C:17]=2[OH:18])[CH:12]=[CH:13][C:14]=1[CH3:15]. Given the reactants [CH3:1][NH:2][N:3]=[CH:4][C:5](=[O:7])[CH3:6].[CH3:8][C:9]1[CH:10]=[C:11]([C:16](=O)[CH:17]=[O:18])[CH:12]=[CH:13][C:14]=1[CH3:15].C(Cl)(Cl)Cl.CCCCCC, predict the reaction product. (10) The product is: [OH:10][CH2:3][CH2:4][CH2:5][CH2:12][O:11][CH:3]1[CH2:4][CH2:5][CH2:6][O:10]1. Given the reactants [H][H].[C:3]([O:11][CH3:12])(=[O:10])[CH2:4][CH2:5][C:6](OC)=O, predict the reaction product.